From a dataset of Catalyst prediction with 721,799 reactions and 888 catalyst types from USPTO. Predict which catalyst facilitates the given reaction. (1) Reactant: [C:1]([O:5][C:6]([N:8]1[CH:12]=[CH:11][CH:10]=[C:9]1[C:13]1[CH:25]=[CH:24][C:16]2[NH:17][C:18](=[O:23])[O:19][C:20]([CH3:22])([CH3:21])[C:15]=2[CH:14]=1)=[O:7])([CH3:4])([CH3:3])[CH3:2].ClS([N:30]=[C:31]=O)(=O)=O.CN(C=O)C.O. Product: [C:1]([O:5][C:6]([N:8]1[C:12]([C:31]#[N:30])=[CH:11][CH:10]=[C:9]1[C:13]1[CH:25]=[CH:24][C:16]2[NH:17][C:18](=[O:23])[O:19][C:20]([CH3:22])([CH3:21])[C:15]=2[CH:14]=1)=[O:7])([CH3:4])([CH3:2])[CH3:3]. The catalyst class is: 1. (2) Reactant: [Cl:1][C:2]1[CH:7]=[CH:6][C:5]([OH:8])=[CH:4][C:3]=1[C:9]([F:12])([F:11])[F:10].[H-].[Na+].[H][H].Br[CH2:18][C:19]([O:21][CH2:22][CH3:23])=[O:20]. Product: [Cl:1][C:2]1[CH:7]=[CH:6][C:5]([O:8][CH2:18][C:19]([O:21][CH2:22][CH3:23])=[O:20])=[CH:4][C:3]=1[C:9]([F:10])([F:11])[F:12]. The catalyst class is: 56. (3) Reactant: CCCC[N+](CCCC)(CCCC)CCCC.[F-].C([Si]([C:26]#[C:27][C:28]1[C:33]([F:34])=[CH:32][C:31]([C:35]2[CH:40]=[CH:39][C:38]([Cl:41])=[CH:37][CH:36]=2)=[CH:30][N:29]=1)(C)C)(C)(C)C. Product: [Cl:41][C:38]1[CH:39]=[CH:40][C:35]([C:31]2[CH:32]=[C:33]([F:34])[C:28]([C:27]#[CH:26])=[N:29][CH:30]=2)=[CH:36][CH:37]=1. The catalyst class is: 2. (4) Product: [CH2:20]([N:12]([CH2:5][C:6]1[CH:11]=[CH:10][CH:9]=[CH:8][CH:7]=1)[CH:13]1[CH2:14][CH2:15][C:16](=[O:19])[CH2:17][CH2:18]1)[C:21]1[CH:22]=[CH:23][CH:24]=[CH:25][CH:26]=1. Reactant: CS(C)=O.[CH2:5]([N:12]([CH2:20][C:21]1[CH:26]=[CH:25][CH:24]=[CH:23][CH:22]=1)[CH:13]1[CH2:18][CH2:17][CH:16]([OH:19])[CH2:15][CH2:14]1)[C:6]1[CH:11]=[CH:10][CH:9]=[CH:8][CH:7]=1.CCN(CC)CC. The catalyst class is: 2. (5) Reactant: [CH:1]1[CH2:5][CH:4]=[CH:3]C=1.[O:6]=[CH:7][C:8](=[CH2:10])[CH3:9].B(Cl)(Cl)Cl.[CH2:15](N(CC)CC)C. Product: [CH3:10][C:8]1([CH:7]=[O:6])[CH2:15][CH:5]2[CH2:1][CH:9]1[CH:3]=[CH:4]2. The catalyst class is: 46. (6) Reactant: [C:1]([OH:24])(=O)[CH2:2][CH2:3]/[CH:4]=[CH:5]\[CH2:6]/[CH:7]=[CH:8]\[CH2:9]/[CH:10]=[CH:11]\[CH2:12]/[CH:13]=[CH:14]\[CH2:15]/[CH:16]=[CH:17]\[CH2:18]/[CH:19]=[CH:20]\[CH2:21][CH3:22].[CH3:25][O:26][C:27](=[O:31])[C@H:28]([CH3:30])[NH2:29].CCN=C=NCCCN(C)C. Product: [C:1]([NH:29][C@@H:28]([CH3:30])[C:27]([O:26][CH3:25])=[O:31])(=[O:24])[CH2:2][CH2:3]/[CH:4]=[CH:5]\[CH2:6]/[CH:7]=[CH:8]\[CH2:9]/[CH:10]=[CH:11]\[CH2:12]/[CH:13]=[CH:14]\[CH2:15]/[CH:16]=[CH:17]\[CH2:18]/[CH:19]=[CH:20]\[CH2:21][CH3:22]. The catalyst class is: 210. (7) Reactant: Cl[C:2]1[C:7]([C:8]#[N:9])=[C:6]([C:10]2[CH:15]=[CH:14][C:13]([O:16][CH2:17][CH2:18][OH:19])=[CH:12][CH:11]=2)[C:5]([C:20]#[N:21])=[C:4]([O:22][CH3:23])[N:3]=1.[S-2:24].[Na+].[Na+].C(=O)([O-])[O-].[K+].[K+].Cl.[N:34]1[CH:39]=[CH:38][CH:37]=[C:36]([CH2:40]Cl)[CH:35]=1. Product: [OH:19][CH2:18][CH2:17][O:16][C:13]1[CH:14]=[CH:15][C:10]([C:6]2[C:7]([C:8]#[N:9])=[C:2]([S:24][CH2:40][C:36]3[CH:35]=[N:34][CH:39]=[CH:38][CH:37]=3)[N:3]=[C:4]([O:22][CH3:23])[C:5]=2[C:20]#[N:21])=[CH:11][CH:12]=1. The catalyst class is: 3. (8) Reactant: B.O1CCCC1.[N+:7]([C:10]1[CH:11]=[C:12]([CH2:16][C:17]#[N:18])[CH:13]=[CH:14][CH:15]=1)([O-:9])=[O:8].Cl.[OH-].[Na+]. Product: [N+:7]([C:10]1[CH:11]=[C:12]([CH:13]=[CH:14][CH:15]=1)[CH2:16][CH2:17][NH2:18])([O-:9])=[O:8]. The catalyst class is: 7.